This data is from NCI-60 drug combinations with 297,098 pairs across 59 cell lines. The task is: Regression. Given two drug SMILES strings and cell line genomic features, predict the synergy score measuring deviation from expected non-interaction effect. (1) Drug 1: C#CCC(CC1=CN=C2C(=N1)C(=NC(=N2)N)N)C3=CC=C(C=C3)C(=O)NC(CCC(=O)O)C(=O)O. Drug 2: C1=NNC2=C1C(=O)NC=N2. Cell line: NCIH23. Synergy scores: CSS=7.65, Synergy_ZIP=-0.553, Synergy_Bliss=4.88, Synergy_Loewe=1.47, Synergy_HSA=1.34. (2) Drug 1: CCC1=C2CN3C(=CC4=C(C3=O)COC(=O)C4(CC)O)C2=NC5=C1C=C(C=C5)O. Drug 2: C1CN(P(=O)(OC1)NCCCl)CCCl. Cell line: SF-295. Synergy scores: CSS=14.4, Synergy_ZIP=-6.45, Synergy_Bliss=-6.35, Synergy_Loewe=-4.79, Synergy_HSA=-4.64. (3) Drug 1: C1=NC2=C(N=C(N=C2N1C3C(C(C(O3)CO)O)O)F)N. Drug 2: CCN(CC)CCCC(C)NC1=C2C=C(C=CC2=NC3=C1C=CC(=C3)Cl)OC. Cell line: A549. Synergy scores: CSS=3.82, Synergy_ZIP=-0.696, Synergy_Bliss=-0.834, Synergy_Loewe=-1.21, Synergy_HSA=-0.836. (4) Drug 1: C1=C(C(=O)NC(=O)N1)F. Drug 2: CC1CCC2CC(C(=CC=CC=CC(CC(C(=O)C(C(C(=CC(C(=O)CC(OC(=O)C3CCCCN3C(=O)C(=O)C1(O2)O)C(C)CC4CCC(C(C4)OC)O)C)C)O)OC)C)C)C)OC. Cell line: OVCAR-8. Synergy scores: CSS=40.5, Synergy_ZIP=-9.95, Synergy_Bliss=-8.29, Synergy_Loewe=-0.533, Synergy_HSA=0.732. (5) Drug 1: CC12CCC3C(C1CCC2O)C(CC4=C3C=CC(=C4)O)CCCCCCCCCS(=O)CCCC(C(F)(F)F)(F)F. Drug 2: CCCCCOC(=O)NC1=NC(=O)N(C=C1F)C2C(C(C(O2)C)O)O. Cell line: SN12C. Synergy scores: CSS=3.75, Synergy_ZIP=-3.24, Synergy_Bliss=-2.56, Synergy_Loewe=-5.08, Synergy_HSA=-3.53.